The task is: Predict the reactants needed to synthesize the given product.. This data is from Full USPTO retrosynthesis dataset with 1.9M reactions from patents (1976-2016). (1) Given the product [Cl:1][C:2]1[CH:9]=[C:8]([O:10][CH3:12])[CH:7]=[C:6]([Cl:11])[C:3]=1[CH:4]=[O:5], predict the reactants needed to synthesize it. The reactants are: [Cl:1][C:2]1[CH:9]=[C:8]([OH:10])[CH:7]=[C:6]([Cl:11])[C:3]=1[CH:4]=[O:5].[C:12](=O)([O-])[O-].[K+].[K+].CI. (2) Given the product [CH3:15][C:4]1[CH:5]=[C:6]([C:9]2[CH:13]=[CH:12][N:11]([CH3:14])[N:10]=2)[CH:7]=[CH:8][C:3]=1[OH:2], predict the reactants needed to synthesize it. The reactants are: C[O:2][C:3]1[CH:8]=[CH:7][C:6]([C:9]2[CH:13]=[CH:12][N:11]([CH3:14])[N:10]=2)=[CH:5][C:4]=1[CH3:15]. (3) Given the product [Cl:1][C:2]1[C:7]2[N:8]([CH3:12])[CH:9]=[C:10]([CH3:11])[C:6]=2[C:5]([C:19]([OH:21])=[O:20])=[CH:4][N:3]=1, predict the reactants needed to synthesize it. The reactants are: [Cl:1][C:2]1[N:3]=[CH:4][C:5](I)=[C:6]2[C:10]([CH3:11])=[CH:9][N:8]([CH3:12])[C:7]=12.C([Mg]Cl)(C)C.[C:19](=[O:21])=[O:20]. (4) Given the product [NH2:31][C:27]1[CH:26]=[CH:25][CH:24]=[C:23]2[C:28]=1[C:29](=[O:30])[C:11]1([NH:10][C:8](=[O:9])[C:3]3[C:2]([OH:1])=[CH:7][CH:6]=[CH:5][N:4]=3)[C:15]3[CH:16]=[CH:17][C:18]([CH:20]([CH3:21])[CH3:22])=[CH:19][C:14]=3[O:13][C:12]12[OH:34], predict the reactants needed to synthesize it. The reactants are: [OH:1][C:2]1[C:3]([C:8]([NH:10][C:11]23[C:29](=[O:30])[C:28]4[C:23](=[CH:24][CH:25]=[CH:26][C:27]=4[N+:31]([O-])=O)[C:12]2([OH:34])[O:13][C:14]2[CH:19]=[C:18]([CH:20]([CH3:22])[CH3:21])[CH:17]=[CH:16][C:15]=23)=[O:9])=[N:4][CH:5]=[CH:6][CH:7]=1.[NH4+]=S.